Dataset: Experimentally validated miRNA-target interactions with 360,000+ pairs, plus equal number of negative samples. Task: Binary Classification. Given a miRNA mature sequence and a target amino acid sequence, predict their likelihood of interaction. (1) The miRNA is hsa-miR-3934-5p with sequence UCAGGUGUGGAAACUGAGGCAG. The protein sequence of the target gene is MPQLNGGGGDDLGANDELISFKDEGEQEEKNSENSSAERDLADVKSSLVNESETNQDSSSDSEAERRPPPRSESFRDKSRESLEEAAKRQDGGLFKGPPYPGYPFIMIPDLTSPYLPNGSLSPTARTYLQMKWPLLDVQAGSLQSRQTLKDARSPSPAHIVSNKVPVVQHPHHVHPLTPLITYSNEHFTPGNPPPHLPADVDPKTGIPRPPHPPDISPYYPLSPGTVGQIPHPLGWLVPQQGQPVYPITTGGFRHPYPTALTVNASMSRFPPHMVPPHHTLHTTGIPHPAIVTPTVKQES.... Result: 0 (no interaction). (2) The miRNA is hsa-miR-6848-5p with sequence UGGGGGCUGGGAUGGGCCAUGGU. The protein sequence of the target gene is MIEQQKRKGPELPLVPVKRQRHELLLGAGSGPGAGQQQATPGALLQAGPPRCSSLQAPIMLLSGHEGEVYCCKFHPNGSTLASAGFDRLILLWNVYGDCDNYATLKGHSGAVMELHYNTDGSMLFSASTDKTVAVWDSETGERVKRLKGHTSFVNSCYPARRGPQLVCTGSDDGTVKLWDIRKKAAIQTFQNTYQVLAVTFNDTSDQIISGGIDNDIKVWDLRQNKLTYTMRGHADSVTGLSLSSEGSYLLSNAMDNTVRVWDVRPFAPKERCVKIFQGNVHNFEKNLLRCSWSPDGSKI.... Result: 0 (no interaction). (3) The miRNA is hsa-miR-1307-3p with sequence ACUCGGCGUGGCGUCGGUCGUG. The protein sequence of the target gene is MEKPYNKNEGNLENEGKPEDEVEPDDEGKSDEEEKPDVEGKTECEGKREDEGEPGDEGQLEDEGSQEKQGRSEGEGKPQGEGKPASQAKPESQPRAAEKRPAEDYVPRKAKRKTDRGTDDSPKDSQEDLQERHLSSEEMMRECGDVSRAQEELRKKQKMGGFHWMQRDVQDPFAPRGQRGVRGVRGGGRGQRGLHDIPYL. Result: 0 (no interaction). (4) The miRNA is hsa-miR-650 with sequence AGGAGGCAGCGCUCUCAGGAC. The protein sequence of the target gene is MALVLEIFTLLASICWVSANIFEYQVDAQPLRPCELQRETAFLKQADYVPQCAEDGSFQTVQCQNDGRSCWCVGANGSEVLGSRQPGRPVACLSFCQLQKQQILLSGYINSTDTSYLPQCQDSGDYAPVQCDVQQVQCWCVDAEGMEVYGTRQLGRPKRCPRSCEIRNRRLLHGVGDKSPPQCSAEGEFMPVQCKFVNTTDMMIFDLVHSYNRFPDAFVTFSSFQRRFPEVSGYCHCADSQGRELAETGLELLLDEIYDTIFAGLDLPSTFTETTLYRILQRRFLAVQSVISGRFRCPTK.... Result: 1 (interaction). (5) The miRNA is hsa-miR-487a-3p with sequence AAUCAUACAGGGACAUCCAGUU. The protein sequence of the target gene is MLLLADMDVVNQLVAGGQFRVVKEPLGFVKVLQWVFAIFAFATCGSYSGELQLSVDCANKTESDLSIEVEFEYPFRLHQVYFDAPTCRGGTTKVFLVGDYSSSAEFFVTVAVFAFLYSMGALATYIFLQNKYRENNKGPMLDFLATAVFAFMWLVSSSAWAKGLSDVKMATDPENIIKEMPVCRQTGNTCKELRDPVTSGLNTSVVFGFLNLVLWVGNLWFVFKETGWAAPFLRAPPGAPEKQPAPGDAYGDAGYGQGPGGYGPQDSYGPQGGYQPDYGQPAGSGGSGYGPQGDYGQQGY.... Result: 0 (no interaction).